From a dataset of NCI-60 drug combinations with 297,098 pairs across 59 cell lines. Regression. Given two drug SMILES strings and cell line genomic features, predict the synergy score measuring deviation from expected non-interaction effect. (1) Drug 1: CC(C1=C(C=CC(=C1Cl)F)Cl)OC2=C(N=CC(=C2)C3=CN(N=C3)C4CCNCC4)N. Drug 2: COC1=CC(=CC(=C1O)OC)C2C3C(COC3=O)C(C4=CC5=C(C=C24)OCO5)OC6C(C(C7C(O6)COC(O7)C8=CC=CS8)O)O. Cell line: MOLT-4. Synergy scores: CSS=81.1, Synergy_ZIP=3.17, Synergy_Bliss=3.47, Synergy_Loewe=0.210, Synergy_HSA=4.21. (2) Drug 1: C1CC2CC3=C(CC1C24CN(S(=O)(=O)N4)CC(F)(F)F)C=CC(=C3)C=CCN5CCC(CC5)C(F)(F)F. Drug 2: CCC1=CC2CC(C3=C(CN(C2)C1)C4=CC=CC=C4N3)(C5=C(C=C6C(=C5)C78CCN9C7C(C=CC9)(C(C(C8N6C)(C(=O)OC)O)OC(=O)C)CC)OC)C(=O)OC. Cell line: NCI-H460. Synergy scores: CSS=61.1, Synergy_ZIP=3.77, Synergy_Bliss=4.11, Synergy_Loewe=1.88, Synergy_HSA=7.08. (3) Drug 1: CNC(=O)C1=NC=CC(=C1)OC2=CC=C(C=C2)NC(=O)NC3=CC(=C(C=C3)Cl)C(F)(F)F. Drug 2: COCCOC1=C(C=C2C(=C1)C(=NC=N2)NC3=CC=CC(=C3)C#C)OCCOC.Cl. Cell line: SF-539. Synergy scores: CSS=8.62, Synergy_ZIP=-4.84, Synergy_Bliss=-1.12, Synergy_Loewe=2.37, Synergy_HSA=0.916. (4) Drug 1: C1=CC(=C2C(=C1NCCNCCO)C(=O)C3=C(C=CC(=C3C2=O)O)O)NCCNCCO. Drug 2: C(CN)CNCCSP(=O)(O)O. Cell line: MDA-MB-435. Synergy scores: CSS=25.1, Synergy_ZIP=-1.22, Synergy_Bliss=5.03, Synergy_Loewe=-7.60, Synergy_HSA=4.87. (5) Drug 1: CC1=C(C(CCC1)(C)C)C=CC(=CC=CC(=CC(=O)O)C)C. Drug 2: C1CCC(C(C1)N)N.C(=O)(C(=O)[O-])[O-].[Pt+4]. Cell line: NCI-H522. Synergy scores: CSS=24.8, Synergy_ZIP=-2.76, Synergy_Bliss=2.68, Synergy_Loewe=-2.32, Synergy_HSA=4.41. (6) Drug 1: CC12CCC3C(C1CCC2=O)CC(=C)C4=CC(=O)C=CC34C. Drug 2: CC1CCC2CC(C(=CC=CC=CC(CC(C(=O)C(C(C(=CC(C(=O)CC(OC(=O)C3CCCCN3C(=O)C(=O)C1(O2)O)C(C)CC4CCC(C(C4)OC)OCCO)C)C)O)OC)C)C)C)OC. Cell line: BT-549. Synergy scores: CSS=55.0, Synergy_ZIP=0.466, Synergy_Bliss=0.719, Synergy_Loewe=2.18, Synergy_HSA=2.88. (7) Drug 1: COC1=CC(=CC(=C1O)OC)C2C3C(COC3=O)C(C4=CC5=C(C=C24)OCO5)OC6C(C(C7C(O6)COC(O7)C8=CC=CS8)O)O. Drug 2: CCCCCOC(=O)NC1=NC(=O)N(C=C1F)C2C(C(C(O2)C)O)O. Cell line: SNB-75. Synergy scores: CSS=27.7, Synergy_ZIP=-1.70, Synergy_Bliss=3.62, Synergy_Loewe=4.71, Synergy_HSA=4.43.